Binary Classification. Given a miRNA mature sequence and a target amino acid sequence, predict their likelihood of interaction. From a dataset of Experimentally validated miRNA-target interactions with 360,000+ pairs, plus equal number of negative samples. The miRNA is cel-miR-55-3p with sequence UACCCGUAUAAGUUUCUGCUGAG. The protein sequence of the target gene is MAVTITLKTLQQQTFKIRMEPDETVKVLKEKIEAEKGRDAFPVAGQKLIYAGKILSDDVPIKEYHIDEKNFVVVMVTKAKAGQGIPAPPEASPTAVPEPSTPFPPVLASGMSHPPPTSREDKSPSEESTTTTSPESISGSVPSSGSSGREEDAASTLVTGSEYETMLTEIMSMGYERERVVAALRASYNNPHRAVEYLLTGIPGSPEPEHGSVQESQAPEQPATEAAGENPLEFLRDQPQFQNMRQVIQQNPALLPALLQQLGQENPQLLQQISRHQEQFIQMLNEPPGELADISDVEGE.... Result: 0 (no interaction).